This data is from Forward reaction prediction with 1.9M reactions from USPTO patents (1976-2016). The task is: Predict the product of the given reaction. (1) Given the reactants Br[C:2]1[CH:3]=[C:4]2[C:9](=[CH:10][CH:11]=1)[N:8]=[C:7]([C:12]([CH3:14])=[CH2:13])[CH:6]=[CH:5]2.C1(P(C2C=CC=CC=2)CCCP(C2C=CC=CC=2)C2C=CC=CC=2)C=CC=CC=1.C(N(CC)CC)C.[CH3:51][OH:52].CN([CH:56]=[O:57])C, predict the reaction product. The product is: [C:12]([C:7]1[CH:6]=[CH:5][C:4]2[C:9](=[CH:10][CH:11]=[C:2]([C:51]([O:57][CH3:56])=[O:52])[CH:3]=2)[N:8]=1)([CH3:14])=[CH2:13]. (2) Given the reactants [CH3:1][O:2][C:3]([C:5]1([F:26])[CH2:11][CH2:10][N:9](S(C2C=CC(C)=CC=2)(=O)=O)[C:8]2[CH:22]=[CH:23][CH:24]=[CH:25][C:7]=2[CH2:6]1)=[O:4].COC(C1(C)CCN(S(C2C=CC(C)=CC=2)(=O)=O)C2C=CC=CC=2C1)=O, predict the reaction product. The product is: [CH3:1][O:2][C:3]([C:5]1([F:26])[CH2:11][CH2:10][NH:9][C:8]2[CH:22]=[CH:23][CH:24]=[CH:25][C:7]=2[CH2:6]1)=[O:4].